This data is from Forward reaction prediction with 1.9M reactions from USPTO patents (1976-2016). The task is: Predict the product of the given reaction. Given the reactants CO[C:3]1[CH:8]=[CH:7][C:6]([CH2:9][CH2:10][CH2:11][CH2:12][C:13]2[CH:18]=[CH:17][C:16]([CH2:19][C:20]([O:22][CH3:23])=[O:21])=[CH:15][CH:14]=2)=[CH:5][CH:4]=1.IC1C=CC([C:29](O)=[O:30])=CC=1.[CH2:34]([N:43]1[CH2:48][CH2:47][NH:46][CH2:45][CH2:44]1)/[CH:35]=[CH:36]/[C:37]1[CH:42]=[CH:41][CH:40]=[CH:39][CH:38]=1.C(N(CC)CC)C.C(Cl)CCl.Cl, predict the reaction product. The product is: [CH2:34]([N:43]1[CH2:48][CH2:47][N:46]([C:29]([C:3]2[CH:4]=[CH:5][C:6]([CH2:9][CH2:10][CH2:11][CH2:12][C:13]3[CH:14]=[CH:15][C:16]([CH2:19][C:20]([O:22][CH3:23])=[O:21])=[CH:17][CH:18]=3)=[CH:7][CH:8]=2)=[O:30])[CH2:45][CH2:44]1)/[CH:35]=[CH:36]/[C:37]1[CH:42]=[CH:41][CH:40]=[CH:39][CH:38]=1.